Dataset: Forward reaction prediction with 1.9M reactions from USPTO patents (1976-2016). Task: Predict the product of the given reaction. (1) Given the reactants [CH2:1]([N:3]1[C:7]([C:8]2[CH:13]=[CH:12][CH:11]=[CH:10][CH:9]=2)=[N:6][N:5]=[C:4]1[SH:14])[CH3:2].[C:15]([O:19][C:20](=[O:23])[CH2:21]Cl)([CH3:18])([CH3:17])[CH3:16].C(=O)([O-])[O-].[K+].[K+], predict the reaction product. The product is: [C:15]([O:19][C:20](=[O:23])[CH2:21][S:14][C:4]1[N:3]([CH2:1][CH3:2])[C:7]([C:8]2[CH:9]=[CH:10][CH:11]=[CH:12][CH:13]=2)=[N:6][N:5]=1)([CH3:18])([CH3:17])[CH3:16]. (2) Given the reactants Br[C:2]1[CH:3]=[C:4]([C:18]2[CH:26]=[CH:25][CH:24]=[C:23]3[C:19]=2[CH:20]=[CH:21][N:22]3[Si:27]([CH:34]([CH3:36])[CH3:35])([CH:31]([CH3:33])[CH3:32])[CH:28]([CH3:30])[CH3:29])[CH:5]=[C:6]([O:8][CH2:9][C:10]2[CH:15]=[CH:14][C:13]([O:16][CH3:17])=[CH:12][CH:11]=2)[CH:7]=1.[NH2:37][C:38]1[CH:45]=[CH:44][C:41]([C:42]#[N:43])=[CH:40][CH:39]=1, predict the reaction product. The product is: [CH3:17][O:16][C:13]1[CH:12]=[CH:11][C:10]([CH2:9][O:8][C:6]2[CH:7]=[C:2]([NH:37][C:38]3[CH:45]=[CH:44][C:41]([C:42]#[N:43])=[CH:40][CH:39]=3)[CH:3]=[C:4]([C:18]3[CH:26]=[CH:25][CH:24]=[C:23]4[C:19]=3[CH:20]=[CH:21][N:22]4[Si:27]([CH:31]([CH3:33])[CH3:32])([CH:34]([CH3:35])[CH3:36])[CH:28]([CH3:29])[CH3:30])[CH:5]=2)=[CH:15][CH:14]=1. (3) Given the reactants C(O[BH-](OC(=O)C)OC(=O)C)(=O)C.[Na+].[F:15][C:16]([F:38])([F:37])[C:17]1[CH:22]=[CH:21][CH:20]=[CH:19][C:18]=1[CH2:23][NH:24][C@H:25]1[CH2:29][CH2:28][N:27]([C:30]([O:32][C:33]([CH3:36])([CH3:35])[CH3:34])=[O:31])[CH2:26]1.[CH:39](=O)[CH2:40][CH3:41].ClCCCl, predict the reaction product. The product is: [CH2:39]([N:24]([CH2:23][C:18]1[CH:19]=[CH:20][CH:21]=[CH:22][C:17]=1[C:16]([F:37])([F:15])[F:38])[C@H:25]1[CH2:29][CH2:28][N:27]([C:30]([O:32][C:33]([CH3:35])([CH3:34])[CH3:36])=[O:31])[CH2:26]1)[CH2:40][CH3:41]. (4) The product is: [CH3:1][O:2][C:3](=[O:32])[C@H:4]([CH2:28][CH2:29][S:30][CH3:31])[NH:5][C:6](=[O:27])[C:7]1[CH:12]=[CH:11][C:10]([CH2:13][CH2:14][C:15]2[CH:16]=[N:17][CH:18]=[CH:19][CH:20]=2)=[CH:9][C:8]=1[C:21]1[CH:22]=[CH:23][CH:24]=[CH:25][CH:26]=1. Given the reactants [CH3:1][O:2][C:3](=[O:32])[C@H:4]([CH2:28][CH2:29][S:30][CH3:31])[NH:5][C:6](=[O:27])[C:7]1[CH:12]=[CH:11][C:10]([CH:13]=[CH:14][C:15]2[CH:16]=[N:17][CH:18]=[CH:19][CH:20]=2)=[CH:9][C:8]=1[C:21]1[CH:26]=[CH:25][CH:24]=[CH:23][CH:22]=1, predict the reaction product. (5) Given the reactants [CH3:1][O:2][C:3](=[O:19])[C:4]1[CH:9]=[C:8](Br)[C:7]([O:11][CH2:12][O:13][CH3:14])=[CH:6][C:5]=1[O:15][CH2:16][O:17][CH3:18].[C:20]1(B(O)O)[CH:25]=[CH:24][CH:23]=[CH:22][CH:21]=1.C1(P(C2CCCCC2)C2C=CC=CC=2C2C(OC)=CC=CC=2OC)CCCCC1.[O-]P([O-])([O-])=O.[K+].[K+].[K+].O, predict the reaction product. The product is: [CH3:1][O:2][C:3]([C:4]1[CH:9]=[C:8]([C:20]2[CH:25]=[CH:24][CH:23]=[CH:22][CH:21]=2)[C:7]([O:11][CH2:12][O:13][CH3:14])=[CH:6][C:5]=1[O:15][CH2:16][O:17][CH3:18])=[O:19]. (6) Given the reactants CO[C:3]([C:5]1[S:9][N:8]=[C:7]([O:10][CH2:11][C:12]2[C:13]([C:18]3[CH:23]=[CH:22][C:21]([F:24])=[CH:20][N:19]=3)=[N:14][O:15][C:16]=2[CH3:17])[CH:6]=1)=[O:4].COC(C1ON=C(OC[C:36]2[C:37]([C:42]3C=CC=CN=3)=[N:38]OC=2C)C=1)=O.C(N)(C)C, predict the reaction product. The product is: [CH:37]([NH:38][C:3]([C:5]1[S:9][N:8]=[C:7]([O:10][CH2:11][C:12]2[C:13]([C:18]3[CH:23]=[CH:22][C:21]([F:24])=[CH:20][N:19]=3)=[N:14][O:15][C:16]=2[CH3:17])[CH:6]=1)=[O:4])([CH3:42])[CH3:36]. (7) Given the reactants [CH3:1][O:2][CH2:3][CH2:4][C:5]1[CH:10]=[CH:9][C:8]([NH2:11])=[CH:7][CH:6]=1.[Cl:12]N1C(=O)CCC1=O, predict the reaction product. The product is: [Cl:12][C:7]1[CH:6]=[C:5]([CH2:4][CH2:3][O:2][CH3:1])[CH:10]=[CH:9][C:8]=1[NH2:11].